This data is from Experimentally validated miRNA-target interactions with 360,000+ pairs, plus equal number of negative samples. The task is: Binary Classification. Given a miRNA mature sequence and a target amino acid sequence, predict their likelihood of interaction. (1) The miRNA is hsa-miR-6855-5p with sequence UUGGGGUUUGGGGUGCAGACAUUGC. The protein sequence of the target gene is MRGPGVGSGFSGERGLLEQEAGADTEAVELLPFLVLGARADLQAAAAQHVLALTGAGSGRTLLAGQPELLRALVDLAVAPAPAPSRDASRALVNLAADPNVHWQLLAADPELPARLLRCVLDPQWPWAEEAAAVLANLSREPAPCAALMEKLMAAEPERLGLERLVNALCTPSYNAAAPLHYLGPLLSNLSQQAEVRAFLLDPDRCVVQRLLPLTQYTDSSVRRGGVVGTLRNCCFEHRHHKWLLGAQVDILPFLLLPLAGPEEFSEEEMDQLPVDLQYLSPDKQREPDADIRKMLIEAV.... Result: 0 (no interaction). (2) The miRNA is mmu-miR-1936 with sequence UAACUGACCUGCUGUGAACUGGC. The protein sequence of the target gene is MAQPRIPAARGAAASLQAQNGAASASGSPYTNGPVHNTLMSPQVSSSQGYDSQPPGSYPRPMPAKTLNPFSAQSNYGGSQGSGQTLNSPLVTSGPVLPSLHSGPVPRMPLPTSQNPAATPMPSGSFLPGANPPPPLNWQYNYPSTGPQTNHFPHVAPPTLPGNPNLTADHQYVSSGDPALQTSFKKPGSALPLQNPPLPPTFQPGAPPGPPPAGGPPPSRGPAPQKTPPRAAPPPSFNSAVNQEGITSNANNGSTAAHNTYDEIEGGGFLATPQLVNQNPKTSRSVGSAYPSLPPGYQNS.... Result: 0 (no interaction).